Dataset: Catalyst prediction with 721,799 reactions and 888 catalyst types from USPTO. Task: Predict which catalyst facilitates the given reaction. (1) Reactant: [CH2:1]([O:3][C:4]([N:6]1[C:15]2[C:10](=[N:11][C:12]([O:16][CH3:17])=[CH:13][CH:14]=2)[C@@H:9]([NH:18][C:19]2[N:24]=[C:23]([O:25]C(OCC)=O)[C:22]([CH2:31][CH2:32][CH2:33][OH:34])=[C:21]([CH2:35][C:36]3[CH:41]=[C:40]([C:42]([F:45])([F:44])[F:43])[CH:39]=[C:38]([C:46]([F:49])([F:48])[F:47])[CH:37]=3)[N:20]=2)[CH2:8][C@H:7]1[CH2:50][CH3:51])=[O:5])[CH3:2].[OH-].[Na+]. Product: [CH2:1]([O:3][C:4]([N:6]1[C:15]2[C:10](=[N:11][C:12]([O:16][CH3:17])=[CH:13][CH:14]=2)[C@@H:9]([NH:18][C:19]2[N:24]=[C:23]([OH:25])[C:22]([CH2:31][CH2:32][CH2:33][OH:34])=[C:21]([CH2:35][C:36]3[CH:41]=[C:40]([C:42]([F:45])([F:44])[F:43])[CH:39]=[C:38]([C:46]([F:48])([F:49])[F:47])[CH:37]=3)[N:20]=2)[CH2:8][C@H:7]1[CH2:50][CH3:51])=[O:5])[CH3:2]. The catalyst class is: 8. (2) Reactant: [Cl:1][C:2]1[CH:18]=[CH:17][C:5]2[CH2:6][CH2:7][N:8]([C:11](=[O:16])[C:12]([F:15])([F:14])[F:13])[CH2:9][CH2:10][C:4]=2[C:3]=1OS(C(F)(F)F)(=O)=O.[NH2:27][CH2:28][C:29]1[CH:34]=[CH:33][C:32]([O:35][CH2:36][C:37]([F:40])([F:39])[F:38])=[CH:31][N:30]=1. Product: [Cl:1][C:2]1[CH:18]=[CH:17][C:5]2[CH2:6][CH2:7][N:8]([C:11](=[O:16])[C:12]([F:13])([F:15])[F:14])[CH2:9][CH2:10][C:4]=2[C:3]=1[NH:27][CH2:28][C:29]1[CH:34]=[CH:33][C:32]([O:35][CH2:36][C:37]([F:40])([F:38])[F:39])=[CH:31][N:30]=1. The catalyst class is: 11. (3) Product: [OH:11][C:10]12[C:4]3[C:5](=[CH:6][CH:1]=[CH:2][CH:3]=3)[C:7](=[O:8])[C:9]1([OH:12])[C:27]1[CH:28]=[C:23]([CH2:22][CH2:21][CH2:20][CH2:19][CH2:18][CH2:17][CH2:16][CH2:15][CH3:14])[CH:24]=[CH:25][C:26]=1[O:29]2. Reactant: [CH:1]1[CH:6]=[C:5]2[C:7]([C:9](O)([OH:12])[C:10](=[O:11])[C:4]2=[CH:3][CH:2]=1)=[O:8].[CH3:14][CH2:15][CH2:16][CH2:17][CH2:18][CH2:19][CH2:20][CH2:21][CH2:22][C:23]1[CH:24]=[CH:25][C:26]([OH:29])=[CH:27][CH:28]=1. The catalyst class is: 15. (4) Reactant: [CH:1]([N:14]1[CH2:17][CH:16]([NH:18][CH3:19])[CH2:15]1)([C:8]1[CH:13]=[CH:12][CH:11]=[CH:10][CH:9]=1)[C:2]1[CH:7]=[CH:6][CH:5]=[CH:4][CH:3]=1.[C:28](O[C:28]([O:30][C:31]([CH3:34])([CH3:33])[CH3:32])=[O:29])([O:30][C:31]([CH3:34])([CH3:33])[CH3:32])=[O:29]. Product: [CH:1]([N:14]1[CH2:17][CH:16]([N:18]([CH3:19])[C:28](=[O:29])[O:30][C:31]([CH3:32])([CH3:33])[CH3:34])[CH2:15]1)([C:8]1[CH:13]=[CH:12][CH:11]=[CH:10][CH:9]=1)[C:2]1[CH:3]=[CH:4][CH:5]=[CH:6][CH:7]=1. The catalyst class is: 4. (5) Reactant: [Br:1][C:2]1[CH:29]=[C:28]([CH3:30])[C:27]([C:31]([F:34])([F:33])[F:32])=[CH:26][C:3]=1[CH2:4][N:5]([CH2:11][C:12]1[CH:17]=[C:16]([C:18]([F:21])([F:20])[F:19])[CH:15]=[C:14]([C:22]([F:25])([F:24])[F:23])[CH:13]=1)[C:6]1[N:7]=[N:8][NH:9][N:10]=1.[C:35](=O)([O-])[O-].[Na+].[Na+].CN(C)C=O.S(OC)(OC)(=O)=O. Product: [Br:1][C:2]1[CH:29]=[C:28]([CH3:30])[C:27]([C:31]([F:34])([F:32])[F:33])=[CH:26][C:3]=1[CH2:4][N:5]([CH2:11][C:12]1[CH:13]=[C:14]([C:22]([F:23])([F:24])[F:25])[CH:15]=[C:16]([C:18]([F:19])([F:20])[F:21])[CH:17]=1)[C:6]1[N:7]=[N:8][N:9]([CH3:35])[N:10]=1. The catalyst class is: 1.